Dataset: Full USPTO retrosynthesis dataset with 1.9M reactions from patents (1976-2016). Task: Predict the reactants needed to synthesize the given product. (1) Given the product [CH:1]1([C:6]2([O:22][CH3:23])[CH2:11][CH2:10][N:9]([C:12]3[CH:13]=[CH:14][C:15]([C:16]([NH:18][NH:19][C:31]([C:33]4[CH:42]=[CH:41][C:36]([C:37]([O:39][CH3:40])=[O:38])=[CH:35][CH:34]=4)=[O:32])=[O:17])=[CH:20][CH:21]=3)[CH2:8][CH2:7]2)[CH2:2][CH2:3][CH2:4][CH2:5]1, predict the reactants needed to synthesize it. The reactants are: [CH:1]1([C:6]2([O:22][CH3:23])[CH2:11][CH2:10][N:9]([C:12]3[CH:21]=[CH:20][C:15]([C:16]([NH:18][NH2:19])=[O:17])=[CH:14][CH:13]=3)[CH2:8][CH2:7]2)[CH2:5][CH2:4][CH2:3][CH2:2]1.N1C=CC=CC=1.Cl[C:31]([C:33]1[CH:42]=[CH:41][C:36]([C:37]([O:39][CH3:40])=[O:38])=[CH:35][CH:34]=1)=[O:32].O. (2) Given the product [CH:10]1[C:11]2[CH:12]([CH2:14][O:15][C:16]([N:18]3[CH2:19][CH2:20][C:21]([NH:36][C:37]([O:39][CH2:40][CH:41]4[C:53]5[CH:52]=[CH:51][CH:50]=[CH:49][C:48]=5[C:47]5[C:42]4=[CH:43][CH:44]=[CH:45][CH:46]=5)=[O:38])([C:24]4[O:35][C:27]([C:28]5[CH:29]=[CH:30][CH:31]=[CH:32][CH:33]=5)=[CH:26][N:25]=4)[CH2:22][CH2:23]3)=[O:17])[C:13]3[C:5](=[CH:4][CH:3]=[CH:2][CH:1]=3)[C:6]=2[CH:7]=[CH:8][CH:9]=1, predict the reactants needed to synthesize it. The reactants are: [CH:1]1[C:13]2[CH:12]([CH2:14][O:15][C:16]([N:18]3[CH2:23][CH2:22][C:21]([NH:36][C:37]([O:39][CH2:40][CH:41]4[C:53]5[CH:52]=[CH:51][CH:50]=[CH:49][C:48]=5[C:47]5[C:42]4=[CH:43][CH:44]=[CH:45][CH:46]=5)=[O:38])([C:24](=[O:35])[NH:25][CH2:26][C:27](=O)[C:28]4[CH:33]=[CH:32][CH:31]=[CH:30][CH:29]=4)[CH2:20][CH2:19]3)=[O:17])[C:11]3[C:6](=[CH:7][CH:8]=[CH:9][CH:10]=3)[C:5]=2[CH:4]=[CH:3][CH:2]=1. (3) Given the product [N:19]1[CH:24]=[CH:23][CH:22]=[C:21]([C:2]2[CH:3]=[C:4]([NH2:5])[CH:6]=[CH:7][CH:8]=2)[CH:20]=1, predict the reactants needed to synthesize it. The reactants are: Br[C:2]1[CH:3]=[C:4]([CH:6]=[CH:7][CH:8]=1)[NH2:5].C(O)C.C1(C)C=CC=CC=1.[N:19]1[CH:24]=[CH:23][CH:22]=[C:21](B(O)O)[CH:20]=1.C(=O)([O-])[O-].[Na+].[Na+]. (4) The reactants are: [F:1][C:2]1[CH:3]=[C:4]([CH2:9][C:10]([NH:12][C@H:13]([C:15]([OH:17])=O)[CH3:14])=[O:11])[CH:5]=[C:6]([F:8])[CH:7]=1.Cl.[NH:19]1[CH2:28][CH2:27][CH2:26][CH2:25][CH:20]1[C:21]([O:23][CH3:24])=[O:22]. Given the product [F:8][C:6]1[CH:5]=[C:4]([CH2:9][C:10]([NH:12][C@H:13]([C:15]([N:19]2[CH2:28][CH2:27][CH2:26][CH2:25][CH:20]2[C:21]([O:23][CH3:24])=[O:22])=[O:17])[CH3:14])=[O:11])[CH:3]=[C:2]([F:1])[CH:7]=1, predict the reactants needed to synthesize it. (5) Given the product [CH3:13][C:11]1[CH:10]=[C:9]([C:14]2[CH:19]=[CH:18][C:17]([C:20]([F:23])([F:22])[F:21])=[CH:16][CH:15]=2)[N:8]=[C:7]([N:5]2[CH:6]=[C:2]([C:32]3[CH:33]=[N:34][CH:35]=[CH:36][CH:37]=3)[N:3]=[CH:4]2)[N:12]=1, predict the reactants needed to synthesize it. The reactants are: Br[C:2]1[N:3]=[CH:4][N:5]([C:7]2[N:12]=[C:11]([CH3:13])[CH:10]=[C:9]([C:14]3[CH:19]=[CH:18][C:17]([C:20]([F:23])([F:22])[F:21])=[CH:16][CH:15]=3)[N:8]=2)[CH:6]=1.CC1(C)C(C)(C)OB([C:32]2[CH:33]=[N:34][CH:35]=[CH:36][CH:37]=2)O1. (6) Given the product [CH3:16][N:13]1[C:14](=[O:15])[N:10]([C:4]2[CH:5]=[CH:6][CH:7]=[C:8]([CH3:9])[C:3]=2[CH2:2][O:30][C:27]2[CH:28]=[CH:29][N:25]([C:22]3[CH:21]=[CH:20][C:19]([C:18]([F:32])([F:17])[F:31])=[CH:24][N:23]=3)[N:26]=2)[N:11]=[N:12]1, predict the reactants needed to synthesize it. The reactants are: Br[CH2:2][C:3]1[C:8]([CH3:9])=[CH:7][CH:6]=[CH:5][C:4]=1[N:10]1[C:14](=[O:15])[N:13]([CH3:16])[N:12]=[N:11]1.[F:17][C:18]([F:32])([F:31])[C:19]1[CH:20]=[CH:21][C:22]([N:25]2[CH:29]=[CH:28][C:27]([OH:30])=[N:26]2)=[N:23][CH:24]=1.C(=O)([O-])[O-].[K+].[K+]. (7) Given the product [CH3:1][O:2][C:3]1[CH:4]=[CH:5][C:6]([C:9]2[C:10]([C:21]([OH:23])=[O:22])=[C:11]([CH3:20])[O:12][C:13]=2[C:14]2[CH:19]=[CH:18][CH:17]=[CH:16][CH:15]=2)=[CH:7][CH:8]=1, predict the reactants needed to synthesize it. The reactants are: [CH3:1][O:2][C:3]1[CH:8]=[CH:7][C:6]([C:9]2[C:10]([C:21]([O:23]C)=[O:22])=[C:11]([CH3:20])[O:12][C:13]=2[C:14]2[CH:19]=[CH:18][CH:17]=[CH:16][CH:15]=2)=[CH:5][CH:4]=1. (8) Given the product [NH2:1][C:2]1[N:7]=[C:6]([N:8]2[CH2:13][CH2:12][N:11]([C:14]([O:16][C:17]([CH3:20])([CH3:19])[CH3:18])=[O:15])[CH2:10][CH2:9]2)[CH:5]=[CH:4][C:3]=1[Br:21], predict the reactants needed to synthesize it. The reactants are: [NH2:1][C:2]1[N:7]=[C:6]([N:8]2[CH2:13][CH2:12][N:11]([C:14]([O:16][C:17]([CH3:20])([CH3:19])[CH3:18])=[O:15])[CH2:10][CH2:9]2)[CH:5]=[CH:4][CH:3]=1.[Br:21]N1C(=O)CCC1=O. (9) Given the product [C:26]([OH:33])(=[O:32])/[CH:27]=[CH:28]\[C:29]([OH:31])=[O:30].[N:1]1[CH:6]=[CH:5][CH:4]=[CH:3][C:2]=1[N:7]1[CH2:13][C:12]2[CH:14]=[C:15]([CH:18]=[C:19]3[S:23][C:22](=[O:24])[NH:21][C:20]3=[O:25])[CH:16]=[CH:17][C:11]=2[O:10][CH2:9][CH2:8]1, predict the reactants needed to synthesize it. The reactants are: [N:1]1[CH:6]=[CH:5][CH:4]=[CH:3][C:2]=1[N:7]1[CH2:13][C:12]2[CH:14]=[C:15]([CH:18]=[C:19]3[S:23][C:22](=[O:24])[NH:21][C:20]3=[O:25])[CH:16]=[CH:17][C:11]=2[O:10][CH2:9][CH2:8]1.[C:26]([OH:33])(=[O:32])/[CH:27]=[CH:28]\[C:29]([OH:31])=[O:30]. (10) Given the product [CH3:1][C:2]1[O:6][N:5]=[CH:4][C:3]=1[CH2:7][N:8]1[C:16]2[CH:15]=[CH:14][C:13]([C:17]([N:19]3[CH2:24][CH2:23][CH:22]([CH3:25])[CH2:21][CH2:20]3)=[O:18])=[CH:12][C:11]=2[C:10]2[CH2:26][NH:27][CH2:28][CH2:29][C:9]1=2.[ClH:37], predict the reactants needed to synthesize it. The reactants are: [CH3:1][C:2]1[O:6][N:5]=[CH:4][C:3]=1[CH2:7][N:8]1[C:16]2[CH:15]=[CH:14][C:13]([C:17]([N:19]3[CH2:24][CH2:23][CH:22]([CH3:25])[CH2:21][CH2:20]3)=[O:18])=[CH:12][C:11]=2[C:10]2[CH2:26][N:27](C(OC(C)(C)C)=O)[CH2:28][CH2:29][C:9]1=2.[ClH:37].